This data is from Catalyst prediction with 721,799 reactions and 888 catalyst types from USPTO. The task is: Predict which catalyst facilitates the given reaction. (1) Reactant: [N:1]([CH:4]1[C:9]2=[C:10]3[C:19](=[C:20]([O:22][CH3:23])[CH:21]=[C:8]2[O:7][C:6]([CH3:31])([CH3:30])[CH:5]1[OH:32])[C:18](=[O:24])[C:17]1[CH:16]=[C:15]2[CH:25]=[CH:26][CH:27]=[CH:28][C:14]2=[CH:13][C:12]=1[N:11]3[CH3:29])=[N+]=[N-]. Product: [NH2:1][CH:4]1[C:9]2=[C:10]3[C:19](=[C:20]([O:22][CH3:23])[CH:21]=[C:8]2[O:7][C:6]([CH3:30])([CH3:31])[CH:5]1[OH:32])[C:18](=[O:24])[C:17]1[CH:16]=[C:15]2[CH:25]=[CH:26][CH:27]=[CH:28][C:14]2=[CH:13][C:12]=1[N:11]3[CH3:29]. The catalyst class is: 29. (2) Reactant: [C:1]([O:10][CH:11]([CH3:13])[CH3:12])(=[O:9])[CH2:2][C:3]([O:5][CH:6]([CH3:8])[CH3:7])=[O:4].[H-].[Na+].[Na+].[I-].CC1C=CC(S(O[CH2:29][C:30]2([C:33]([F:36])([F:35])[F:34])[CH2:32][CH2:31]2)(=O)=O)=CC=1. Product: [F:34][C:33]([F:36])([F:35])[C:30]1([CH2:29][CH:2]([C:3]([O:5][CH:6]([CH3:7])[CH3:8])=[O:4])[C:1]([O:10][CH:11]([CH3:13])[CH3:12])=[O:9])[CH2:32][CH2:31]1. The catalyst class is: 3. (3) Reactant: [C:1]([O:5][C:6]([N:8]1[CH2:11][CH:10]([C:12](=[S:14])[NH2:13])[CH2:9]1)=[O:7])([CH3:4])([CH3:3])[CH3:2].Cl[CH2:16][C:17](=O)[CH3:18]. Product: [C:1]([O:5][C:6]([N:8]1[CH2:9][CH:10]([C:12]2[S:14][CH:16]=[C:17]([CH3:18])[N:13]=2)[CH2:11]1)=[O:7])([CH3:4])([CH3:2])[CH3:3]. The catalyst class is: 5. (4) Reactant: [H-].[Al+3].[Li+].[H-].[H-].[H-].[Cl:7][C:8]1[CH:9]=[C:10]([C:14](=[O:20])[CH2:15][CH2:16][N:17]([CH3:19])[CH3:18])[CH:11]=[CH:12][CH:13]=1.Cl.C([O-])(O)=O.[Na+]. Product: [Cl:7][C:8]1[CH:9]=[C:10]([CH:14]([OH:20])[CH2:15][CH2:16][N:17]([CH3:19])[CH3:18])[CH:11]=[CH:12][CH:13]=1. The catalyst class is: 1. (5) The catalyst class is: 2. Product: [CH3:10][O:9][C:7]([C:3]1[CH2:4][CH2:5][CH2:6][C:2]=1[O:1][S:22]([C:21]([F:34])([F:33])[F:20])(=[O:24])=[O:23])=[O:8]. Reactant: [O:1]=[C:2]1[CH2:6][CH2:5][CH2:4][CH:3]1[C:7]([O:9][CH3:10])=[O:8].C(N(CC)C(C)C)(C)C.[F:20][C:21]([F:34])([F:33])[S:22](O[S:22]([C:21]([F:34])([F:33])[F:20])(=[O:24])=[O:23])(=[O:24])=[O:23]. (6) Product: [ClH:48].[C:1]([N:4]([C:6]1[CH:7]=[CH:8][C:9]([N:40]2[CH2:41][CH2:42][O:43][CH2:44][CH2:45]2)=[C:10]([CH:39]=1)[CH2:11][O:12][C:13]1[CH:14]=[CH:15][C:16]([C:19]2[N:23]([CH3:24])[C:22]3[CH:25]=[C:26]([C:28]([OH:30])=[O:29])[S:27][C:21]=3[C:20]=2[CH:33]2[CH2:38][CH2:37][CH2:36][CH2:35][CH2:34]2)=[CH:17][CH:18]=1)[CH3:5])(=[O:3])[CH3:2]. The catalyst class is: 111. Reactant: [C:1]([N:4]([C:6]1[CH:7]=[CH:8][C:9]([N:40]2[CH2:45][CH2:44][O:43][CH2:42][CH2:41]2)=[C:10]([CH:39]=1)[CH2:11][O:12][C:13]1[CH:18]=[CH:17][C:16]([C:19]2[N:23]([CH3:24])[C:22]3[CH:25]=[C:26]([C:28]([O:30]CC)=[O:29])[S:27][C:21]=3[C:20]=2[CH:33]2[CH2:38][CH2:37][CH2:36][CH2:35][CH2:34]2)=[CH:15][CH:14]=1)[CH3:5])(=[O:3])[CH3:2].[OH-].[Na+].[ClH:48].C(OCC)(=O)C.